From a dataset of Full USPTO retrosynthesis dataset with 1.9M reactions from patents (1976-2016). Predict the reactants needed to synthesize the given product. (1) Given the product [CH3:9][O:8][C:6]1[CH:5]=[CH:4][C:3]2[N:10]=[CH:20][N:19]([C:13]3[CH:18]=[CH:17][CH:16]=[CH:15][CH:14]=3)[C:2]=2[CH:7]=1, predict the reactants needed to synthesize it. The reactants are: I[C:2]1[CH:7]=[C:6]([O:8][CH3:9])[CH:5]=[CH:4][C:3]=1[N+:10]([O-])=O.[C:13]1([NH:19][CH:20]=O)[CH:18]=[CH:17][CH:16]=[CH:15][CH:14]=1. (2) Given the product [Br:46][CH2:33][C:26]1[NH:25][C:24]([C:34]2[S:35][CH:36]=[CH:37][N:38]=2)=[N:23][CH:22]([C:5]2[CH:4]=[CH:3][C:2]([F:1])=[CH:7][C:6]=2[C:8]2[CH:13]=[C:12]([C:14]([F:15])([F:17])[F:16])[CH:11]=[C:10]([C:18]([F:19])([F:21])[F:20])[CH:9]=2)[C:27]=1[C:28]([O:30][CH2:31][CH3:32])=[O:29], predict the reactants needed to synthesize it. The reactants are: [F:1][C:2]1[CH:3]=[CH:4][C:5]([CH:22]2[C:27]([C:28]([O:30][CH2:31][CH3:32])=[O:29])=[C:26]([CH3:33])[NH:25][C:24]([C:34]3[S:35][CH:36]=[CH:37][N:38]=3)=[N:23]2)=[C:6]([C:8]2[CH:13]=[C:12]([C:14]([F:17])([F:16])[F:15])[CH:11]=[C:10]([C:18]([F:21])([F:20])[F:19])[CH:9]=2)[CH:7]=1.C1C(=O)N([Br:46])C(=O)C1. (3) Given the product [P:27]([O:20][C:18]1[C:17]2[C:12](=[CH:13][C:14]3[O:23][CH2:22][O:21][C:15]=3[CH:16]=2)[N:11]=[C:10]([C:4]2[CH:5]=[C:6]([O:8][CH3:9])[CH:7]=[C:2]([O:1][P:27]([O:26][CH2:56][C:57]3[CH:62]=[CH:61][CH:60]=[CH:59][CH:58]=3)([O:28][CH2:29][C:30]3[CH:35]=[CH:34][CH:33]=[CH:32][CH:31]=3)=[O:36])[CH:3]=2)[CH:19]=1)([O:28][CH2:29][C:30]1[CH:35]=[CH:34][CH:33]=[CH:32][CH:31]=1)([O:26][CH2:56][C:57]1[CH:62]=[CH:61][CH:60]=[CH:59][CH:58]=1)=[O:36], predict the reactants needed to synthesize it. The reactants are: [OH:1][C:2]1[CH:3]=[C:4]([C:10]2[CH2:19][C:18](=[O:20])[C:17]3[C:12](=[CH:13][C:14]4[O:23][CH2:22][O:21][C:15]=4[CH:16]=3)[N:11]=2)[CH:5]=[C:6]([O:8][CH3:9])[CH:7]=1.[H-].[Na+].[O:26]([CH2:56][C:57]1[CH:62]=[CH:61][CH:60]=[CH:59][CH:58]=1)[P:27](O[P:27]([O:28][CH2:29][C:30]1[CH:35]=[CH:34][CH:33]=[CH:32][CH:31]=1)([O:26][CH2:56][C:57]1[CH:62]=[CH:61][CH:60]=[CH:59][CH:58]=1)=[O:36])(=[O:36])[O:28][CH2:29][C:30]1[CH:35]=[CH:34][CH:33]=[CH:32][CH:31]=1.